Predict the product of the given reaction. From a dataset of Forward reaction prediction with 1.9M reactions from USPTO patents (1976-2016). (1) Given the reactants [CH3:1][O:2][C:3]1[CH:4]=[CH:5][C:6]2[C:7]([CH2:19][CH2:20][CH2:21][CH2:22][CH3:23])(O)[C:8]3[C:13]([C:14]=2[CH:15]=1)=[CH:12][C:11]([O:16][CH3:17])=[CH:10][CH:9]=3.C([SiH](CC)CC)C.FC(F)(F)C(O)=O, predict the reaction product. The product is: [CH3:17][O:16][C:11]1[CH:10]=[CH:9][C:8]2[CH:7]([CH2:19][CH2:20][CH2:21][CH2:22][CH3:23])[C:6]3[C:14]([C:13]=2[CH:12]=1)=[CH:15][C:3]([O:2][CH3:1])=[CH:4][CH:5]=3. (2) Given the reactants [OH:1][C:2]1[CH:7]=[CH:6][C:5]([N:8]2[CH2:13][CH2:12][NH:11][CH2:10][CH2:9]2)=[CH:4][CH:3]=1.[F:14][C:15]([F:26])([F:25])[O:16][C:17]1[CH:24]=[CH:23][C:20]([CH:21]=O)=[CH:19][CH:18]=1.C([BH3-])#N.[Na+].C(=O)([O-])O.[Na+], predict the reaction product. The product is: [F:14][C:15]([F:25])([F:26])[O:16][C:17]1[CH:24]=[CH:23][C:20]([CH2:21][N:11]2[CH2:12][CH2:13][N:8]([C:5]3[CH:4]=[CH:3][C:2]([OH:1])=[CH:7][CH:6]=3)[CH2:9][CH2:10]2)=[CH:19][CH:18]=1. (3) The product is: [F:53][C:54]1[CH:55]=[CH:56][C:57]([N:60]2[CH2:65][CH2:64][N:63]([C:20]([C:18]3[S:19][C:13]4[C:12]([C:7]5[NH:8][C:9]6[C:5]([CH:6]=5)=[CH:4][C:3]([CH2:2][OH:1])=[CH:11][CH:10]=6)=[N:16][NH:15][C:14]=4[CH:17]=3)=[O:22])[CH2:62][CH2:61]2)=[CH:58][CH:59]=1. Given the reactants [OH:1][CH2:2][C:3]1[CH:4]=[C:5]2[C:9](=[CH:10][CH:11]=1)[NH:8][C:7]([C:12]1[C:13]3[S:19][C:18]([C:20]([OH:22])=O)=[CH:17][C:14]=3[NH:15][N:16]=1)=[CH:6]2.C(N=C=NCCCN(C)C)C.ON1C2C=CC=CC=2N=N1.C(N(C(C)C)CC)(C)C.[F:53][C:54]1[CH:59]=[CH:58][C:57]([N:60]2[CH2:65][CH2:64][NH:63][CH2:62][CH2:61]2)=[CH:56][CH:55]=1, predict the reaction product. (4) Given the reactants F[C:2]1C=CC(N2C(C(N(OC)C)=O)=CN=C2SCC2C(F)=CC=C(F)C=2F)=C[CH:3]=1.[F:30][C:31]1[CH:36]=[CH:35][C:34]([N:37]2[C:41]([C:42]([OH:44])=[O:43])=[CH:40][N:39]=[C:38]2[S:45][C:46](C2C=CC=CC=2)(C2C=CC=CC=2)[C:47]2C=CC=CC=2)=[CH:33][CH:32]=1.CS(OCC[C:72]1[C:77]([F:78])=[CH:76][CH:75]=[CH:74][C:73]=1[Cl:79])(=O)=O.C(=O)([O-])[O-].[K+].[K+], predict the reaction product. The product is: [Cl:79][C:73]1[CH:74]=[CH:75][CH:76]=[C:77]([F:78])[C:72]=1[CH2:47][CH2:46][S:45][C:38]1[N:37]([C:34]2[CH:33]=[CH:32][C:31]([F:30])=[CH:36][CH:35]=2)[C:41]([C:42]([O:44][CH2:2][CH3:3])=[O:43])=[CH:40][N:39]=1. (5) Given the reactants [Cl:1][CH2:2][CH2:3][CH2:4][N:5]1[C:14]2[C:9](=[C:10]([CH3:15])[CH:11]=[CH:12][CH:13]=2)[CH2:8][CH2:7][C:6]1=[O:16].C(C1C(=O)C(Cl)=C(Cl)C(=O)C=1C#N)#N.O1CCOCC1, predict the reaction product. The product is: [Cl:1][CH2:2][CH2:3][CH2:4][N:5]1[C:14]2[C:9](=[C:10]([CH3:15])[CH:11]=[CH:12][CH:13]=2)[CH:8]=[CH:7][C:6]1=[O:16]. (6) Given the reactants C(=O)([O-])[O-].[K+].[K+].[C:7]([CH:10]([CH:12]([C:14](O)=O)O)O)(O)=O.[CH3:17][C@@H:18]1[CH2:22][CH2:21][CH2:20][NH:19]1.CC1C=CC(S(OCCC#C)(=O)=O)=CC=1.S(C1C=CC(C)=CC=1)([O-])(=O)=O, predict the reaction product. The product is: [CH2:7]([N:19]1[CH2:20][CH2:21][CH2:22][C@H:18]1[CH3:17])[CH2:10][C:12]#[CH:14].